From a dataset of Full USPTO retrosynthesis dataset with 1.9M reactions from patents (1976-2016). Predict the reactants needed to synthesize the given product. (1) Given the product [CH3:1][O:2][C:3]1[C:4]([I:14])=[C:5]([C:9]([I:13])=[CH:10][C:11]=1[I:12])[C:6]([O:8][CH3:16])=[O:7], predict the reactants needed to synthesize it. The reactants are: [CH3:1][O:2][C:3]1[C:4]([I:14])=[C:5]([C:9]([I:13])=[CH:10][C:11]=1[I:12])[C:6]([OH:8])=[O:7].[Si](C=[N+]=[N-])(C)(C)[CH3:16].N#N. (2) The reactants are: [Cl:1][C:2]1[C:3]([OH:13])=[C:4]([O:11][CH3:12])[CH:5]=[C:6]([CH:10]=1)[C:7]([OH:9])=[O:8].Cl.[CH3:15]O. Given the product [CH3:15][O:8][C:7](=[O:9])[C:6]1[CH:5]=[C:4]([O:11][CH3:12])[C:3]([OH:13])=[C:2]([Cl:1])[CH:10]=1, predict the reactants needed to synthesize it. (3) The reactants are: ClC(Cl)(O[C:5](=[O:11])OC(Cl)(Cl)Cl)Cl.[CH2:13]([N:20]1[CH:24]=[C:23]([C@@H:25]2[NH:30][CH2:29][CH2:28][N:27]3[C:31](=[O:34])[CH2:32][CH2:33][C@@H:26]23)[C:22]([CH3:35])=[N:21]1)[C:14]1[CH:19]=[CH:18][CH:17]=[CH:16][CH:15]=1.[F:36][C:37]([F:53])([F:52])[C:38]1[CH:39]=[C:40]([C@H:48]([NH:50][CH3:51])[CH3:49])[CH:41]=[C:42]([C:44]([F:47])([F:46])[F:45])[CH:43]=1. Given the product [CH2:13]([N:20]1[CH:24]=[C:23]([C@@H:25]2[N:30]([C:5]([N:50]([C@@H:48]([C:40]3[CH:41]=[C:42]([C:44]([F:45])([F:46])[F:47])[CH:43]=[C:38]([C:37]([F:36])([F:52])[F:53])[CH:39]=3)[CH3:49])[CH3:51])=[O:11])[CH2:29][CH2:28][N:27]3[C:31](=[O:34])[CH2:32][CH2:33][C@@H:26]23)[C:22]([CH3:35])=[N:21]1)[C:14]1[CH:19]=[CH:18][CH:17]=[CH:16][CH:15]=1, predict the reactants needed to synthesize it. (4) The reactants are: Br[C:2]1[CH:3]=[CH:4][C:5]2[N:9]=[C:8]([C@@H:10]3[C@@H:15]4[CH2:16][C@@H:12]([CH2:13][CH2:14]4)[N:11]3[C:17]([O:19][C:20]([CH3:23])([CH3:22])[CH3:21])=[O:18])[NH:7][C:6]=2[CH:24]=1.[B:25]1([B:25]2[O:29][C:28]([CH3:31])([CH3:30])[C:27]([CH3:33])([CH3:32])[O:26]2)[O:29][C:28]([CH3:31])([CH3:30])[C:27]([CH3:33])([CH3:32])[O:26]1.C([O-])(=O)C.[K+]. Given the product [CH3:32][C:27]1([CH3:33])[C:28]([CH3:31])([CH3:30])[O:29][B:25]([C:2]2[CH:3]=[CH:4][C:5]3[N:9]=[C:8]([C@@H:10]4[C@@H:15]5[CH2:16][C@@H:12]([CH2:13][CH2:14]5)[N:11]4[C:17]([O:19][C:20]([CH3:23])([CH3:22])[CH3:21])=[O:18])[NH:7][C:6]=3[CH:24]=2)[O:26]1, predict the reactants needed to synthesize it. (5) Given the product [Cl:1][C:2]1[C:3]([NH:18][C:19]2[CH:27]=[CH:26][CH:25]=[CH:24][C:20]=2[C:21]([NH:52][O:51][CH3:50])=[O:23])=[CH:4][C:5]([NH:8][C:9]2[N:13]([CH:14]([CH3:15])[CH3:16])[N:12]=[C:11]([CH3:17])[CH:10]=2)=[N:6][CH:7]=1, predict the reactants needed to synthesize it. The reactants are: [Cl:1][C:2]1[C:3]([NH:18][C:19]2[CH:27]=[CH:26][CH:25]=[CH:24][C:20]=2[C:21]([OH:23])=O)=[CH:4][C:5]([NH:8][C:9]2[N:13]([CH:14]([CH3:16])[CH3:15])[N:12]=[C:11]([CH3:17])[CH:10]=2)=[N:6][CH:7]=1.ON1C2C=CC=CC=2N=N1.CN(C)CCCN=C=NCC.Cl.[CH3:50][O:51][NH2:52].C(N(C(C)C)CC)(C)C. (6) Given the product [C:17]([O:21][C:22](=[O:23])[NH:24][CH:25]([C:26]1[N:9]([C:10]2[C:15]([F:16])=[CH:14][CH:13]=[CH:12][N:11]=2)[C:4]2[CH:3]=[C:2]([F:1])[CH:7]=[CH:6][C:5]=2[N:8]=1)[CH3:29])([CH3:20])([CH3:19])[CH3:18], predict the reactants needed to synthesize it. The reactants are: [F:1][C:2]1[CH:3]=[C:4]([NH:9][C:10]2[C:15]([F:16])=[CH:14][CH:13]=[CH:12][N:11]=2)[C:5]([NH2:8])=[CH:6][CH:7]=1.[C:17]([O:21][C:22]([NH:24][C@@H:25]([CH3:29])[C:26](O)=O)=[O:23])([CH3:20])([CH3:19])[CH3:18].C1C=NC2N(O)N=NC=2C=1.CCN=C=NCCCN(C)C.Cl. (7) Given the product [F:1][C:2]1[CH:3]=[CH:4][C:5]([CH2:6][C:7]2[N:11]([CH2:12][C:13]([N:15]3[CH2:16][CH2:17][CH:18]([NH:21][C:41]([CH:37]4[CH2:40][CH2:39][CH2:38]4)=[O:42])[CH2:19][CH2:20]3)=[O:14])[N:10]=[C:9]([C:22]3[CH:23]=[CH:24][N:25]=[CH:26][CH:27]=3)[CH:8]=2)=[CH:28][CH:29]=1, predict the reactants needed to synthesize it. The reactants are: [F:1][C:2]1[CH:29]=[CH:28][C:5]([CH2:6][C:7]2[N:11]([CH2:12][C:13]([N:15]3[CH2:20][CH2:19][CH:18]([NH2:21])[CH2:17][CH2:16]3)=[O:14])[N:10]=[C:9]([C:22]3[CH:27]=[CH:26][N:25]=[CH:24][CH:23]=3)[CH:8]=2)=[CH:4][CH:3]=1.C(N(CC)CC)C.[CH:37]1([C:41](Cl)=[O:42])[CH2:40][CH2:39][CH2:38]1.